Dataset: Reaction yield outcomes from USPTO patents with 853,638 reactions. Task: Predict the reaction yield, written as a fraction of the theoretical maximum amount of product (1.0 means a 100% yield; for example, 0.34 means a 34% yield). (1) The reactants are [Br:1][C:2]1[CH:3]=[N:4][N:5]2[CH:10]=[CH:9][C:8](Cl)=[N:7][C:6]=12.[CH2:12]([C@H:14]1[CH2:18][O:17][C:16](=[O:19])[NH:15]1)[CH3:13].[H-].[Na+].[NH4+].[Cl-]. The catalyst is CN(C=O)C. The product is [Br:1][C:2]1[CH:3]=[N:4][N:5]2[CH:10]=[CH:9][C:8]([N:15]3[C@@H:14]([CH2:12][CH3:13])[CH2:18][O:17][C:16]3=[O:19])=[N:7][C:6]=12. The yield is 0.560. (2) The product is [Br:1][C:2]1[CH:7]=[CH:6][C:5]([NH:8][C:30]([C:19]2[N:20]([CH2:22][O:23][CH2:24][CH2:25][Si:26]([CH3:29])([CH3:28])[CH3:27])[CH:21]=[C:17]([C:15]#[N:16])[N:18]=2)=[O:31])=[C:4]([C:9]2[CH2:14][CH2:13][CH2:12][CH2:11][CH:10]=2)[CH:3]=1. The reactants are [Br:1][C:2]1[CH:7]=[CH:6][C:5]([NH2:8])=[C:4]([C:9]2[CH2:14][CH2:13][CH2:12][CH2:11][CH:10]=2)[CH:3]=1.[C:15]([C:17]1[N:18]=[C:19]([C:30]([O-])=[O:31])[N:20]([CH2:22][O:23][CH2:24][CH2:25][Si:26]([CH3:29])([CH3:28])[CH3:27])[CH:21]=1)#[N:16].[K+].F[P-](F)(F)(F)(F)F.Br[P+](N1CCCC1)(N1CCCC1)N1CCCC1.C(N(CC)C(C)C)(C)C. The catalyst is CN(C=O)C.CCOC(C)=O. The yield is 0.900. (3) The reactants are C[O:2][C:3]1[CH:4]=[C:5]2[C:9](=[CH:10][CH:11]=1)[C@H:8]([C@H:12]([CH3:17])[C:13]([O:15][CH3:16])=[O:14])[CH2:7][CH2:6]2.[Al+3].[Cl-].[Cl-].[Cl-].CCS. The catalyst is C(Cl)Cl. The product is [OH:2][C:3]1[CH:4]=[C:5]2[C:9](=[CH:10][CH:11]=1)[C@H:8]([C@H:12]([CH3:17])[C:13]([O:15][CH3:16])=[O:14])[CH2:7][CH2:6]2. The yield is 0.800. (4) The reactants are P(C)(C)C.[N:5]([CH2:8][C:9]1[N:10]=[N:11][C:12]([C:15]2[C:20]([F:21])=[CH:19][CH:18]=[CH:17][C:16]=2[F:22])=[CH:13][CH:14]=1)=[N+]=[N-].[Si:23]([O:30][C@@H:31]1[C@@H:36]([CH3:37])[CH2:35][N:34]([C:38]2[CH:43]=[CH:42][N:41]=[CH:40][C:39]=2[N:44]=[C:45]=S)[CH2:33][C@H:32]1[NH:47][C:48](=[O:54])[O:49][C:50]([CH3:53])([CH3:52])[CH3:51])([C:26]([CH3:29])([CH3:28])[CH3:27])([CH3:25])[CH3:24]. The catalyst is C1COCC1.CCOC(C)=O. The product is [Si:23]([O:30][C@@H:31]1[C@@H:36]([CH3:37])[CH2:35][N:34]([C:38]2[CH:43]=[CH:42][N:41]=[CH:40][C:39]=2[NH:44][C:45]2[N:10]3[N:11]=[C:12]([C:15]4[C:20]([F:21])=[CH:19][CH:18]=[CH:17][C:16]=4[F:22])[CH:13]=[CH:14][C:9]3=[CH:8][N:5]=2)[CH2:33][C@H:32]1[NH:47][C:48](=[O:54])[O:49][C:50]([CH3:53])([CH3:52])[CH3:51])([C:26]([CH3:27])([CH3:28])[CH3:29])([CH3:24])[CH3:25]. The yield is 0.710. (5) The yield is 0.710. The catalyst is C(Cl)Cl. The product is [F:26][C:27]([F:37])([F:36])[C:28]1[CH:33]=[CH:32][C:31](/[CH:34]=[CH:6]/[C:1]([O:3][CH2:4][CH3:5])=[O:2])=[CH:30][CH:29]=1. The reactants are [C:1]([CH:6]=P(C1C=CC=CC=1)(C1C=CC=CC=1)C1C=CC=CC=1)([O:3][CH2:4][CH3:5])=[O:2].[F:26][C:27]([F:37])([F:36])[C:28]1[CH:33]=[CH:32][C:31]([CH:34]=O)=[CH:30][CH:29]=1. (6) The reactants are [CH3:1][O:2][C:3](=[O:43])[CH2:4][C@H:5]([OH:42])[CH2:6][C@H:7]([OH:41])/[CH:8]=[CH:9]/[C:10]1[N:11]([CH:38]([CH3:40])[CH3:39])[C:12]([C:28](=[O:37])[NH:29][CH2:30][C:31]2[CH:35]=[C:34]([CH3:36])[O:33][N:32]=2)=[C:13]([C:22]2[CH:27]=[CH:26][CH:25]=[CH:24][CH:23]=2)[C:14]=1[C:15]1[CH:20]=[CH:19][C:18]([F:21])=[CH:17][CH:16]=1.FC1C=CC(C2C(C3C=CC=CC=3)=C(C(O)=O)N(C(C)C)C=2C=O)=CC=1.NC1C=C(C=CC=1)C(N(C)C)=O.C(O)C. The catalyst is CO.[Pd].O. The product is [CH3:1][O:2][C:3](=[O:43])[CH2:4][C@H:5]([OH:42])[CH2:6][C@H:7]([OH:41])[CH2:8][CH2:9][C:10]1[N:11]([CH:38]([CH3:39])[CH3:40])[C:12]([C:28](=[O:37])[NH:29][CH2:30][C:31]2[CH:35]=[C:34]([CH3:36])[O:33][N:32]=2)=[C:13]([C:22]2[CH:27]=[CH:26][CH:25]=[CH:24][CH:23]=2)[C:14]=1[C:15]1[CH:16]=[CH:17][C:18]([F:21])=[CH:19][CH:20]=1. The yield is 0.340. (7) The product is [Br:1][C:2]1[CH:7]=[CH:6][C:5]([N:8]2[C:12]([C:13]3[CH:21]=[C:20]4[C:16]([C:17]([CH2:22][CH3:23])=[N:18][N:19]4[CH:27]([CH3:29])[CH3:28])=[CH:15][CH:14]=3)=[CH:11][CH:10]=[N:9]2)=[CH:4][CH:3]=1. The reactants are [Br:1][C:2]1[CH:7]=[CH:6][C:5]([N:8]2[C:12]([C:13]3[CH:21]=[C:20]4[C:16]([C:17]([CH2:22][CH3:23])=[N:18][NH:19]4)=[CH:15][CH:14]=3)=[CH:11][CH:10]=[N:9]2)=[CH:4][CH:3]=1.[H-].[Na+].Br[CH:27]([CH3:29])[CH3:28].[Cl-].[NH4+]. The yield is 0.580. The catalyst is CN(C)C=O.